Dataset: Forward reaction prediction with 1.9M reactions from USPTO patents (1976-2016). Task: Predict the product of the given reaction. (1) Given the reactants O[C@H:2]([CH:22]([CH3:24])[CH3:23])[C@@H:3]([NH:7][C:8]([O:10][CH2:11][CH2:12][CH2:13][CH2:14][CH2:15][C:16]1[CH:21]=[CH:20][CH:19]=[CH:18][CH:17]=1)=[O:9])[C:4]([OH:6])=[O:5].O[C@@H](C(C)C)[C@@H](NC(OCCCCCC1C=CC=CC=1)=O)C(O)=O.CCN(CC)CC.CN(C(ON1N=NC2C=CC=CC1=2)=[N+](C)C)C.[B-](F)(F)(F)F, predict the reaction product. The product is: [C:16]1([CH2:15][CH2:14][CH2:13][CH2:12][CH2:11][O:10][C:8](=[O:9])[NH:7][C@H:3]2[C:4](=[O:6])[O:5][C@@H:2]2[CH:22]([CH3:24])[CH3:23])[CH:21]=[CH:20][CH:19]=[CH:18][CH:17]=1. (2) Given the reactants [Br:1][C:2]1[C:7]([N+:8]([O-:10])=[O:9])=[CH:6][C:5]([OH:11])=[C:4]([F:12])[CH:3]=1.[C:13](=O)([O-])[O-].[K+].[K+].CI, predict the reaction product. The product is: [CH3:13][O:11][C:5]1[CH:6]=[C:7]([N+:8]([O-:10])=[O:9])[C:2]([Br:1])=[CH:3][C:4]=1[F:12].